Dataset: Peptide-MHC class I binding affinity with 185,985 pairs from IEDB/IMGT. Task: Regression. Given a peptide amino acid sequence and an MHC pseudo amino acid sequence, predict their binding affinity value. This is MHC class I binding data. (1) The peptide sequence is YVQMALMKL. The MHC is Patr-A0701 with pseudo-sequence Patr-A0701. The binding affinity (normalized) is 0. (2) The peptide sequence is IISLKYTRK. The MHC is HLA-A69:01 with pseudo-sequence HLA-A69:01. The binding affinity (normalized) is 0.0847. (3) The peptide sequence is NRDVSFQDL. The MHC is HLA-A80:01 with pseudo-sequence HLA-A80:01. The binding affinity (normalized) is 0.0847.